The task is: Regression. Given two drug SMILES strings and cell line genomic features, predict the synergy score measuring deviation from expected non-interaction effect.. This data is from NCI-60 drug combinations with 297,098 pairs across 59 cell lines. (1) Drug 1: CC1=C2C(C(=O)C3(C(CC4C(C3C(C(C2(C)C)(CC1OC(=O)C(C(C5=CC=CC=C5)NC(=O)OC(C)(C)C)O)O)OC(=O)C6=CC=CC=C6)(CO4)OC(=O)C)OC)C)OC. Drug 2: C1CN(P(=O)(OC1)NCCCl)CCCl. Cell line: HOP-92. Synergy scores: CSS=34.7, Synergy_ZIP=4.10, Synergy_Bliss=6.25, Synergy_Loewe=-23.7, Synergy_HSA=4.92. (2) Drug 1: CC1=C(C=C(C=C1)NC2=NC=CC(=N2)N(C)C3=CC4=NN(C(=C4C=C3)C)C)S(=O)(=O)N.Cl. Drug 2: C(CC(=O)O)C(=O)CN.Cl. Cell line: NCI-H322M. Synergy scores: CSS=16.2, Synergy_ZIP=-5.35, Synergy_Bliss=-6.02, Synergy_Loewe=-7.84, Synergy_HSA=-7.56. (3) Drug 1: CN1C2=C(C=C(C=C2)N(CCCl)CCCl)N=C1CCCC(=O)O.Cl. Drug 2: CC1CCCC2(C(O2)CC(NC(=O)CC(C(C(=O)C(C1O)C)(C)C)O)C(=CC3=CSC(=N3)C)C)C. Cell line: OVCAR-8. Synergy scores: CSS=41.4, Synergy_ZIP=0.267, Synergy_Bliss=-3.19, Synergy_Loewe=-2.66, Synergy_HSA=-2.64.